From a dataset of Full USPTO retrosynthesis dataset with 1.9M reactions from patents (1976-2016). Predict the reactants needed to synthesize the given product. (1) Given the product [Cl:1][C:2]1[CH:3]=[C:4]([NH:5][CH2:12][CH2:11][C:10]([O:14][CH2:15][CH3:16])=[O:13])[CH:6]=[CH:7][C:8]=1[Cl:9], predict the reactants needed to synthesize it. The reactants are: [Cl:1][C:2]1[CH:3]=[C:4]([CH:6]=[CH:7][C:8]=1[Cl:9])[NH2:5].[C:10]([O:14][CH2:15][CH3:16])(=[O:13])[CH:11]=[CH2:12].C(N(CC)CC)C. (2) Given the product [CH3:9][S:10]([O:5][CH2:4][CH2:3][CH:2]([CH3:1])[CH2:6][C:7]#[CH:8])(=[O:12])=[O:11], predict the reactants needed to synthesize it. The reactants are: [CH3:1][CH:2]([CH2:6][C:7]#[CH:8])[CH2:3][CH2:4][OH:5].[CH3:9][S:10](Cl)(=[O:12])=[O:11].C(N(CC)CC)C.Cl. (3) The reactants are: [C:1]([O:5][C:6](=[O:33])[NH:7][C@H:8]([C:18]1[C:23](Br)=[CH:22][CH:21]=[C:20]([C:25]#[C:26][C:27]2[CH:28]=[N:29][CH:30]=[N:31][CH:32]=2)[N:19]=1)[CH2:9][C:10]1[CH:15]=[C:14]([F:16])[CH:13]=[C:12]([F:17])[CH:11]=1)([CH3:4])([CH3:3])[CH3:2].CC1(C)C(C)(C)OB([C:42]2[CH:50]=[C:49]3[C:45]([CH2:46][NH:47][C:48]3=[O:51])=[CH:44][CH:43]=2)O1.[Li+].[Cl-].C([O-])([O-])=O.[Na+].[Na+]. Given the product [C:1]([O:5][C:6](=[O:33])[NH:7][C@H:8]([C:18]1[C:23]([C:42]2[CH:50]=[C:49]3[C:45](=[CH:44][CH:43]=2)[CH2:46][NH:47][C:48]3=[O:51])=[CH:22][CH:21]=[C:20]([C:25]#[C:26][C:27]2[CH:28]=[N:29][CH:30]=[N:31][CH:32]=2)[N:19]=1)[CH2:9][C:10]1[CH:15]=[C:14]([F:16])[CH:13]=[C:12]([F:17])[CH:11]=1)([CH3:4])([CH3:3])[CH3:2], predict the reactants needed to synthesize it.